This data is from Catalyst prediction with 721,799 reactions and 888 catalyst types from USPTO. The task is: Predict which catalyst facilitates the given reaction. (1) Reactant: [C:1]([O:8]C([O-])=O)([O:3][C:4]([CH3:7])([CH3:6])[CH3:5])=O.O1CCCC1.[NH2:17][C:18]1[CH:23]=[CH:22][C:21]([C:24]([CH:26]2[CH2:31][CH2:30][CH2:29][NH:28][CH2:27]2)=[O:25])=[CH:20][CH:19]=1. Product: [NH2:17][C:18]1[CH:19]=[CH:20][C:21]([C:24]([CH:26]2[CH2:31][CH2:30][CH2:29][N:28]([C:1]([O:3][C:4]([CH3:5])([CH3:6])[CH3:7])=[O:8])[CH2:27]2)=[O:25])=[CH:22][CH:23]=1. The catalyst class is: 13. (2) Product: [CH3:8][C:5]([O:4][CH2:1][CH:2]1[CH2:3][O:18]1)([CH3:9])[CH2:6][OH:7]. Reactant: [CH2:1]([O:4][C:5]([CH3:9])([CH3:8])[CH2:6][OH:7])[CH:2]=[CH2:3].C1C=C(Cl)C=C(C(OO)=[O:18])C=1.C(=O)(O)[O-].[Na+].S([O-])([O-])(=O)=S.[Na+].[Na+]. The catalyst class is: 4. (3) Reactant: [NH2:1][C:2]1[CH:10]=[CH:9][C:8]([N:11]2[CH2:16][CH2:15][CH2:14][CH2:13][CH2:12]2)=[CH:7][C:3]=1[C:4]([NH2:6])=[O:5].C([O-])([O-])=O.[K+].[K+].[Cl:23][C:24]1[N:29]=[C:28](Cl)[C:27]([Cl:31])=[CH:26][N:25]=1.O. Product: [Cl:23][C:24]1[N:29]=[C:28]([NH:1][C:2]2[CH:10]=[CH:9][C:8]([N:11]3[CH2:16][CH2:15][CH2:14][CH2:13][CH2:12]3)=[CH:7][C:3]=2[C:4]([NH2:6])=[O:5])[C:27]([Cl:31])=[CH:26][N:25]=1. The catalyst class is: 1. (4) Reactant: Br[C:2]1[N:3]=[C:4]2[C:10]([C:11]([NH:13][C:14]([CH3:17])([CH3:16])[CH3:15])=[O:12])=[CH:9][N:8]([CH2:18][O:19][CH2:20][CH2:21][Si:22]([CH3:25])([CH3:24])[CH3:23])[C:5]2=[N:6][CH:7]=1.[CH3:26][N:27]1[C:35]2[CH2:34][CH2:33][CH2:32][NH:31][C:30]=2[CH:29]=[N:28]1.CC1(C)C2C(=C(P(C3C=CC=CC=3)C3C=CC=CC=3)C=CC=2)OC2C(P(C3C=CC=CC=3)C3C=CC=CC=3)=CC=CC1=2.C([O-])([O-])=O.[Cs+].[Cs+]. Product: [C:14]([NH:13][C:11]([C:10]1[C:4]2[C:5](=[N:6][CH:7]=[C:2]([N:31]3[CH2:32][CH2:33][CH2:34][C:35]4[N:27]([CH3:26])[N:28]=[CH:29][C:30]3=4)[N:3]=2)[N:8]([CH2:18][O:19][CH2:20][CH2:21][Si:22]([CH3:25])([CH3:24])[CH3:23])[CH:9]=1)=[O:12])([CH3:17])([CH3:16])[CH3:15]. The catalyst class is: 102. (5) Reactant: [OH:1][C:2]1[CH:9]=[C:8]([OH:10])[C:7]([O:11][CH3:12])=[CH:6][C:3]=1[CH:4]=[O:5].[CH2:13](Br)[C:14]1[CH:19]=[CH:18][CH:17]=[CH:16][CH:15]=1.N12CCCN=C1CCCCC2.[OH-].[Na+]. Product: [CH2:13]([O:10][C:8]1[C:7]([O:11][CH3:12])=[CH:6][C:3]([CH:4]=[O:5])=[C:2]([OH:1])[CH:9]=1)[C:14]1[CH:19]=[CH:18][CH:17]=[CH:16][CH:15]=1. The catalyst class is: 9. (6) Reactant: [P:1]([Cl:5])(Cl)([Cl:3])=[O:2].N1C(C)=CC=CC=1C.[CH3:14][NH:15][C@H:16]([CH3:23])[C:17]1[CH:22]=[CH:21][CH:20]=[CH:19][CH:18]=1. Product: [CH3:14][N:15]([C@@H:16]([C:17]1[CH:22]=[CH:21][CH:20]=[CH:19][CH:18]=1)[CH3:23])[P:1]([Cl:5])([Cl:3])=[O:2]. The catalyst class is: 2. (7) Reactant: [O:1]=[C:2]1[CH2:11][CH2:10][C:9]2[C:4](=[CH:5][CH:6]=[C:7]([O:12][CH2:13][C:14]([O:16]CC)=O)[CH:8]=2)[NH:3]1.O.[NH2:20][NH2:21]. Product: [O:1]=[C:2]1[CH2:11][CH2:10][C:9]2[C:4](=[CH:5][CH:6]=[C:7]([O:12][CH2:13][C:14]([NH:20][NH2:21])=[O:16])[CH:8]=2)[NH:3]1. The catalyst class is: 8.